This data is from Catalyst prediction with 721,799 reactions and 888 catalyst types from USPTO. The task is: Predict which catalyst facilitates the given reaction. (1) Reactant: C(OC([N:8]1[C:12]2[CH:13]=[CH:14][C:15]([C:17]#[N:18])=[CH:16][C:11]=2[N:10]([CH:19]([C:22]([O:24][C:25]([CH3:28])([CH3:27])[CH3:26])=[O:23])[CH2:20][CH3:21])[C:9]1=[O:29])=O)(C)(C)C. Product: [C:25]([O:24][C:22](=[O:23])[CH:19]([N:10]1[C:11]2[CH:16]=[C:15]([C:17]#[N:18])[CH:14]=[CH:13][C:12]=2[NH:8][C:9]1=[O:29])[CH2:20][CH3:21])([CH3:26])([CH3:27])[CH3:28]. The catalyst class is: 2. (2) Reactant: [CH:1]1([NH:4][C:5]([C:7]2[C:16](=[O:17])[C:15]3[C:10](=[N:11][CH:12]=[CH:13][CH:14]=3)[N:9]([C:18]3[CH:23]=[CH:22][CH:21]=[C:20]([C:24]4[CH:29]=[CH:28][C:27]([CH2:30]O)=[CH:26][CH:25]=4)[CH:19]=3)[CH:8]=2)=[O:6])[CH2:3][CH2:2]1.C(Br)(Br)(Br)[Br:33].C1C=CC(P(C2C=CC=CC=2)CCP(C2C=CC=CC=2)C2C=CC=CC=2)=CC=1. Product: [CH:1]1([NH:4][C:5]([C:7]2[C:16](=[O:17])[C:15]3[C:10](=[N:11][CH:12]=[CH:13][CH:14]=3)[N:9]([C:18]3[CH:23]=[CH:22][CH:21]=[C:20]([C:24]4[CH:29]=[CH:28][C:27]([CH2:30][Br:33])=[CH:26][CH:25]=4)[CH:19]=3)[CH:8]=2)=[O:6])[CH2:3][CH2:2]1. The catalyst class is: 2.